Dataset: Forward reaction prediction with 1.9M reactions from USPTO patents (1976-2016). Task: Predict the product of the given reaction. (1) The product is: [C:15]([O:14][C:12]([N:19]1[CH2:26][CH2:25][CH2:24][C@H:20]1[C:21]([NH:1][C:2]1[C:3]([CH3:11])=[C:4]([CH:8]=[CH:9][CH:10]=1)[C:5]([OH:7])=[O:6])=[O:22])=[O:13])([CH3:18])([CH3:17])[CH3:16]. Given the reactants [NH2:1][C:2]1[C:3]([CH3:11])=[C:4]([CH:8]=[CH:9][CH:10]=1)[C:5]([OH:7])=[O:6].[C:12]([N:19]1[CH2:26][CH2:25][CH2:24][C@H:20]1[C:21](O)=[O:22])([O:14][C:15]([CH3:18])([CH3:17])[CH3:16])=[O:13], predict the reaction product. (2) Given the reactants [C:1]12(C(O)=O)[CH2:11][CH:6]3[CH2:7][CH:8]([CH2:10][CH:3]([CH2:4][CH2:5]3)[CH2:2]1)[CH2:9]2.C1(P([N:29]=[N+]=[N-])(C2C=CC=CC=2)=O)C=CC=CC=1.C(N(CC)CC)C.[ClH:39], predict the reaction product. The product is: [Cl-:39].[C:1]12([NH3+:29])[CH2:11][CH:6]3[CH2:7][CH:8]([CH2:10][CH:3]([CH2:4][CH2:5]3)[CH2:2]1)[CH2:9]2.